Dataset: Peptide-MHC class I binding affinity with 185,985 pairs from IEDB/IMGT. Task: Regression. Given a peptide amino acid sequence and an MHC pseudo amino acid sequence, predict their binding affinity value. This is MHC class I binding data. The peptide sequence is RRAALSGHL. The MHC is HLA-B27:05 with pseudo-sequence HLA-B27:05. The binding affinity (normalized) is 0.551.